Dataset: Forward reaction prediction with 1.9M reactions from USPTO patents (1976-2016). Task: Predict the product of the given reaction. (1) Given the reactants [NH2:1][CH2:2][C@@H:3]1[C@@H:11]([C@@:12]2([CH3:21])[CH2:17][CH2:16][C@H:15]([OH:18])[CH2:14][C@@H:13]2[CH2:19][OH:20])[CH2:10][CH2:9][C@@:8]2([CH3:22])[C@H:4]1[CH2:5][CH2:6][C:7]2=[CH2:23].[F:24][C:25]1[CH:32]=[CH:31][C:28]([CH:29]=O)=[C:27]([CH3:33])[CH:26]=1.[BH4-].[Na+], predict the reaction product. The product is: [F:24][C:25]1[CH:32]=[CH:31][C:28]([CH2:29][NH:1][CH2:2][C@@H:3]2[C@@H:11]([C@@:12]3([CH3:21])[CH2:17][CH2:16][C@H:15]([OH:18])[CH2:14][C@@H:13]3[CH2:19][OH:20])[CH2:10][CH2:9][C@@:8]3([CH3:22])[C@H:4]2[CH2:5][CH2:6][C:7]3=[CH2:23])=[C:27]([CH3:33])[CH:26]=1. (2) Given the reactants [NH2:1][C:2]1[CH:11]=[CH:10][C:9]2[C:4](=[CH:5][CH:6]=[CH:7][CH:8]=2)[C:3]=1[C:12]1[C:21]2[C:16](=[CH:17][CH:18]=[CH:19][CH:20]=2)[CH:15]=[CH:14][C:13]=1[P:22]([C:29]1[CH:34]=[CH:33][CH:32]=[CH:31][CH:30]=1)[C:23]1[CH:28]=[CH:27][CH:26]=[CH:25][CH:24]=1.N1C=CC=CC=1.[C:41](Cl)(=[O:48])[C:42]1[CH:47]=[CH:46][CH:45]=[CH:44][CH:43]=1.[Cl-].[NH4+], predict the reaction product. The product is: [C:41]([NH:1][C:2]1[CH:11]=[CH:10][C:9]2[C:4](=[CH:5][CH:6]=[CH:7][CH:8]=2)[C:3]=1[C:12]1[C:21]2[C:16](=[CH:17][CH:18]=[CH:19][CH:20]=2)[CH:15]=[CH:14][C:13]=1[P:22]([C:29]1[CH:30]=[CH:31][CH:32]=[CH:33][CH:34]=1)[C:23]1[CH:24]=[CH:25][CH:26]=[CH:27][CH:28]=1)(=[O:48])[C:42]1[CH:47]=[CH:46][CH:45]=[CH:44][CH:43]=1. (3) Given the reactants Br[C:2]1[S:3][CH:4]=[CH:5][N:6]=1.[NH2:7][C:8]1[CH:9]=[CH:10][C:11]([Cl:15])=[C:12]([OH:14])[CH:13]=1.Cl, predict the reaction product. The product is: [Cl:15][C:11]1[CH:10]=[CH:9][C:8]([NH:7][C:2]2[S:3][CH:4]=[CH:5][N:6]=2)=[CH:13][C:12]=1[OH:14]. (4) The product is: [NH2:13][C:12]1[C:6]2[C:5]([C:15]3[CH:20]=[CH:19][CH:18]=[C:17]([F:21])[CH:16]=3)([CH3:14])[C:4]([C:1](=[O:3])[CH3:2])=[C:9]([CH3:10])[NH:8][C:7]=2[S:11][C:27]=1[C:26](=[O:29])[C:25]1[CH:30]=[CH:31][C:32]([Cl:33])=[C:23]([Cl:22])[CH:24]=1. Given the reactants [C:1]([C:4]1[C:5]([C:15]2[CH:20]=[CH:19][CH:18]=[C:17]([F:21])[CH:16]=2)([CH3:14])[CH:6]([C:12]#[N:13])[C:7](=[S:11])[NH:8][C:9]=1[CH3:10])(=[O:3])[CH3:2].[Cl:22][C:23]1[CH:24]=[C:25]([CH:30]=[CH:31][C:32]=1[Cl:33])[C:26](=[O:29])[CH2:27]Br.N1CCCCC1.C(=O)([O-])[O-].[K+].[K+], predict the reaction product. (5) Given the reactants [Li]CCCC.N#N.[Br:8][C:9]1[CH:10]=[CH:11][C:12]([O:15][CH3:16])=[N:13][CH:14]=1.CN([CH:20]=[O:21])C, predict the reaction product. The product is: [Br:8][C:9]1[C:10]([CH:20]=[O:21])=[CH:11][C:12]([O:15][CH3:16])=[N:13][CH:14]=1. (6) Given the reactants [C:1]1([CH3:9])[CH:6]=[CH:5][CH:4]=[C:3]([CH2:7][OH:8])[CH:2]=1.[H-].[Na+].Br[C:13]1[N:21]([CH2:22][C:23]2[CH:28]=[CH:27][C:26]([Cl:29])=[CH:25][CH:24]=2)[C:20]2[C:19](=[O:30])[N:18]([CH2:31][CH2:32][O:33][CH2:34][CH2:35][O:36][CH:37]3[CH2:42][CH2:41][CH2:40][CH2:39][O:38]3)[C:17](=[O:43])[N:16]([CH3:44])[C:15]=2[N:14]=1.[Cl-].[NH4+], predict the reaction product. The product is: [Cl:29][C:26]1[CH:27]=[CH:28][C:23]([CH2:22][N:21]2[C:20]3[C:19](=[O:30])[N:18]([CH2:31][CH2:32][O:33][CH2:34][CH2:35][O:36][CH:37]4[CH2:42][CH2:41][CH2:40][CH2:39][O:38]4)[C:17](=[O:43])[N:16]([CH3:44])[C:15]=3[N:14]=[C:13]2[O:8][CH2:7][C:3]2[CH:4]=[CH:5][CH:6]=[C:1]([CH3:9])[CH:2]=2)=[CH:24][CH:25]=1. (7) The product is: [NH2:39][C:38]1[CH:40]=[CH:41][C:35]([C:13]2[N:14]=[C:9]([N:3]3[CH2:4][CH:5]4[O:8][CH:1]([CH2:7][CH2:6]4)[CH2:2]3)[N:10]=[C:11]([C:16]3[CH:21]=[CH:20][C:19]([NH:22][C:23]([NH:25][CH3:26])=[O:24])=[CH:18][CH:17]=3)[N:12]=2)=[CH:36][CH:37]=1. Given the reactants [CH:1]12[O:8][CH:5]([CH2:6][CH2:7]1)[CH2:4][N:3]([C:9]1[N:14]=[C:13](Cl)[N:12]=[C:11]([C:16]3[CH:21]=[CH:20][C:19]([NH:22][C:23]([NH:25][CH3:26])=[O:24])=[CH:18][CH:17]=3)[N:10]=1)[CH2:2]2.CC1(C)C(C)(C)OB([C:35]2[CH:41]=[CH:40][C:38]([NH2:39])=[CH:37][CH:36]=2)O1, predict the reaction product. (8) Given the reactants C([Li])CCC.Br[C:7]1[N:12]=[C:11]([O:13][CH3:14])[CH:10]=[CH:9][CH:8]=1.[CH3:15][C:16]([O:19][C:20](=[O:30])[NH:21][CH2:22][CH2:23][C:24](NCOC)=[O:25])([CH3:18])[CH3:17], predict the reaction product. The product is: [CH3:18][C:16]([O:19][C:20](=[O:30])[NH:21][CH2:22][CH2:23][C:24]([C:7]1[CH:8]=[CH:9][CH:10]=[C:11]([O:13][CH3:14])[N:12]=1)=[O:25])([CH3:15])[CH3:17].